From a dataset of NCI-60 drug combinations with 297,098 pairs across 59 cell lines. Regression. Given two drug SMILES strings and cell line genomic features, predict the synergy score measuring deviation from expected non-interaction effect. (1) Drug 1: CC12CCC3C(C1CCC2=O)CC(=C)C4=CC(=O)C=CC34C. Drug 2: C1=NC(=NC(=O)N1C2C(C(C(O2)CO)O)O)N. Cell line: NCI-H460. Synergy scores: CSS=24.2, Synergy_ZIP=5.71, Synergy_Bliss=7.73, Synergy_Loewe=-0.267, Synergy_HSA=8.93. (2) Drug 1: CC1=C2C(C(=O)C3(C(CC4C(C3C(C(C2(C)C)(CC1OC(=O)C(C(C5=CC=CC=C5)NC(=O)OC(C)(C)C)O)O)OC(=O)C6=CC=CC=C6)(CO4)OC(=O)C)O)C)O. Drug 2: C1=CC=C(C=C1)NC(=O)CCCCCCC(=O)NO. Cell line: 786-0. Synergy scores: CSS=3.87, Synergy_ZIP=-0.323, Synergy_Bliss=0.792, Synergy_Loewe=-2.52, Synergy_HSA=-2.05. (3) Drug 2: CCN(CC)CCCC(C)NC1=C2C=C(C=CC2=NC3=C1C=CC(=C3)Cl)OC. Drug 1: CCC1=C2CN3C(=CC4=C(C3=O)COC(=O)C4(CC)O)C2=NC5=C1C=C(C=C5)O. Synergy scores: CSS=40.6, Synergy_ZIP=-0.627, Synergy_Bliss=1.70, Synergy_Loewe=-50.8, Synergy_HSA=1.81. Cell line: T-47D.